This data is from CYP1A2 inhibition data for predicting drug metabolism from PubChem BioAssay. The task is: Regression/Classification. Given a drug SMILES string, predict its absorption, distribution, metabolism, or excretion properties. Task type varies by dataset: regression for continuous measurements (e.g., permeability, clearance, half-life) or binary classification for categorical outcomes (e.g., BBB penetration, CYP inhibition). Dataset: cyp1a2_veith. (1) The drug is CC12CCC(C(=O)Nc3cccc4ccccc34)(C1Br)C2(C)C. The result is 1 (inhibitor). (2) The molecule is O=C(C[C@@H](c1ccccc1)N1CCCCC1)c1ccccc1. The result is 1 (inhibitor). (3) The compound is COC(=O)C1(CC(C)C)C=C2C(=C(C)C(=O)C2C)CN1. The result is 0 (non-inhibitor). (4) The compound is CC(C)c1ccc2c(c1)C(c1ccc(N3CCOCC3)cc1)=NNC(c1cccs1)=N2. The result is 1 (inhibitor). (5) The compound is O=C(CCN1C(=O)c2ccccc2C1=O)Oc1ccc2ccccc2c1. The result is 1 (inhibitor). (6) The molecule is C=CCn1cc(/C=N\NC(=O)c2cc3c(ccc4ccccc43)o2)c2ccccc21. The result is 1 (inhibitor). (7) The drug is CC(=O)N=c1sccn1CC(=O)c1ccc([N+](=O)[O-])cc1. The result is 1 (inhibitor).